From a dataset of Full USPTO retrosynthesis dataset with 1.9M reactions from patents (1976-2016). Predict the reactants needed to synthesize the given product. (1) Given the product [CH3:1][O:2][C:3]([C:5]1[CH2:9][C:8]([CH3:10])([CH3:11])[CH2:7][C:6]=1[C:12](=[O:14])[NH:33][C:32]1[S:31][C:30]2[CH2:34][CH2:35][CH2:36][CH2:37][C:29]=2[C:28]=1[C:26]1[O:25][N:24]=[C:23]([CH:20]2[CH2:22][CH2:21]2)[N:27]=1)=[O:4], predict the reactants needed to synthesize it. The reactants are: [CH3:1][O:2][C:3]([C:5]1[CH2:9][C:8]([CH3:11])([CH3:10])[CH2:7][C:6]=1[C:12]([OH:14])=O)=[O:4].CN(C=O)C.[CH:20]1([C:23]2[N:27]=[C:26]([C:28]3[C:29]4[CH2:37][CH2:36][CH2:35][CH2:34][C:30]=4[S:31][C:32]=3[NH2:33])[O:25][N:24]=2)[CH2:22][CH2:21]1.CCN(C(C)C)C(C)C. (2) The reactants are: [CH2:1]([O:8][C:9]1[C:10]([Cl:26])=[CH:11][C:12]([S:19][CH2:20][CH2:21][Si](C)(C)C)=[C:13]2[C:18]=1[N:17]=[CH:16][CH:15]=[CH:14]2)[C:2]1[CH:7]=[CH:6][CH:5]=[CH:4][CH:3]=1.[F:27][C:28]1[CH:33]=CC(I)=[CH:30][CH:29]=1. Given the product [CH2:1]([O:8][C:9]1[C:10]([Cl:26])=[CH:11][C:12]([S:19][C:20]2[CH:30]=[CH:29][C:28]([F:27])=[CH:33][CH:21]=2)=[C:13]2[C:18]=1[N:17]=[CH:16][CH:15]=[CH:14]2)[C:2]1[CH:7]=[CH:6][CH:5]=[CH:4][CH:3]=1, predict the reactants needed to synthesize it. (3) Given the product [CH3:1][N:2]([CH3:15])[C:3]([CH3:13])([CH3:14])[CH2:4][N:5]1[CH:9]=[CH:8][C:7]([NH2:10])=[N:6]1, predict the reactants needed to synthesize it. The reactants are: [CH3:1][N:2]([CH3:15])[C:3]([CH3:14])([CH3:13])[CH2:4][N:5]1[CH:9]=[CH:8][C:7]([N+:10]([O-])=O)=[N:6]1. (4) Given the product [F:28][C:29]([F:40])([F:39])[C:30]1[CH:35]=[CH:34][C:33]([C:2]2[CH:3]=[C:4]3[C:8](=[CH:9][CH:10]=2)[N:7]([S:11]([C:14]2[CH:24]=[CH:23][C:17]([O:18][CH2:19][C:20]([OH:22])=[O:21])=[C:16]([CH3:25])[CH:15]=2)(=[O:12])=[O:13])[CH2:6][C:5]3([CH3:26])[CH3:27])=[CH:32][CH:31]=1, predict the reactants needed to synthesize it. The reactants are: Br[C:2]1[CH:3]=[C:4]2[C:8](=[CH:9][CH:10]=1)[N:7]([S:11]([C:14]1[CH:24]=[CH:23][C:17]([O:18][CH2:19][C:20]([OH:22])=[O:21])=[C:16]([CH3:25])[CH:15]=1)(=[O:13])=[O:12])[CH2:6][C:5]2([CH3:27])[CH3:26].[F:28][C:29]([F:40])([F:39])[C:30]1[CH:35]=[CH:34][C:33](B(O)O)=[CH:32][CH:31]=1.C(=O)([O-])[O-].[Na+].[Na+].N1C(S)=NC(S)=NC=1S.FC(F)(F)C(O)=O. (5) The reactants are: [CH3:1][O:2][C:3]([C:5]1[S:14][C:8]2=[N:9][CH:10]=[C:11]([NH2:13])[CH:12]=[C:7]2[C:6]=1[O:15][CH2:16][C:17]([O:19][C:20](C)(C)C)=[O:18])=[O:4].[CH:24](=O)[C:25]1[CH:30]=[CH:29][CH:28]=[CH:27][CH:26]=1.C(O)(=O)C.C(O[BH-](OC(=O)C)OC(=O)C)(=O)C.[Na+]. Given the product [CH3:1][O:2][C:3]([C:5]1[S:14][C:8]2=[N:9][CH:10]=[C:11]([NH:13][CH2:24][C:25]3[CH:30]=[CH:29][CH:28]=[CH:27][CH:26]=3)[CH:12]=[C:7]2[C:6]=1[O:15][CH2:16][C:17]([O:19][CH3:20])=[O:18])=[O:4], predict the reactants needed to synthesize it. (6) Given the product [I-:36].[CH3:22][N+:19]1([CH2:35][O:34][C:32](=[O:33])[CH:31]([CH2:37][CH2:38][CH2:39][CH2:40][CH2:41][CH2:42][CH2:43][CH3:44])[CH2:23][CH2:24][CH2:25][CH2:26][CH2:27][CH2:28][CH2:29][CH3:30])[CH2:18][CH2:17][N:16]([C:15]2[C:4]3[CH:3]=[C:2]([CH3:1])[S:6][C:5]=3[NH:7][C:8]3[CH:9]=[CH:10][CH:11]=[CH:12][C:13]=3[N:14]=2)[CH2:21][CH2:20]1, predict the reactants needed to synthesize it. The reactants are: [CH3:1][C:2]1[S:6][C:5]2[NH:7][C:8]3[CH:9]=[CH:10][CH:11]=[CH:12][C:13]=3[N:14]=[C:15]([N:16]3[CH2:21][CH2:20][N:19]([CH3:22])[CH2:18][CH2:17]3)[C:4]=2[CH:3]=1.[CH2:23]([CH:31]([CH2:37][CH2:38][CH2:39][CH2:40][CH2:41][CH2:42][CH2:43][CH3:44])[C:32]([O:34][CH2:35][I:36])=[O:33])[CH2:24][CH2:25][CH2:26][CH2:27][CH2:28][CH2:29][CH3:30]. (7) The reactants are: I[C:2]1[NH:6][N:5]=[C:4]2[CH2:7][N:8]([C:10]([NH:12][CH:13]([CH3:15])[CH3:14])=[O:11])[CH2:9][C:3]=12.C(OC([N:23]1[CH:27]=[CH:26][CH:25]=[C:24]1B(O)O)=O)(C)(C)C.P([O-])([O-])([O-])=O.[K+].[K+].[K+]. Given the product [CH:13]([NH:12][C:10]([N:8]1[CH2:9][C:3]2[C:4](=[N:5][NH:6][C:2]=2[C:24]2[NH:23][CH:27]=[CH:26][CH:25]=2)[CH2:7]1)=[O:11])([CH3:15])[CH3:14], predict the reactants needed to synthesize it.